This data is from Reaction yield outcomes from USPTO patents with 853,638 reactions. The task is: Predict the reaction yield, written as a fraction of the theoretical maximum amount of product (1.0 means a 100% yield; for example, 0.34 means a 34% yield). The reactants are [Cl:1][C:2]1[CH:7]=[CH:6][N:5]2[N:8]=[CH:9][C:10]([C:11](Cl)=[O:12])=[C:4]2[N:3]=1.[Cl:14][C:15]1[CH:16]=[CH:17][C:18]([O:35][CH:36]([F:38])[F:37])=[C:19]([C:21]2[N:25]([CH2:26][O:27][CH2:28][CH2:29][Si:30]([CH3:33])([CH3:32])[CH3:31])[N:24]=[CH:23][C:22]=2[NH2:34])[CH:20]=1.C(N(CC)CC)C. The catalyst is ClCCl. The product is [Cl:14][C:15]1[CH:16]=[CH:17][C:18]([O:35][CH:36]([F:37])[F:38])=[C:19]([C:21]2[N:25]([CH2:26][O:27][CH2:28][CH2:29][Si:30]([CH3:33])([CH3:31])[CH3:32])[N:24]=[CH:23][C:22]=2[NH:34][C:11]([C:10]2[CH:9]=[N:8][N:5]3[CH:6]=[CH:7][C:2]([Cl:1])=[N:3][C:4]=23)=[O:12])[CH:20]=1. The yield is 0.910.